This data is from NCI-60 drug combinations with 297,098 pairs across 59 cell lines. The task is: Regression. Given two drug SMILES strings and cell line genomic features, predict the synergy score measuring deviation from expected non-interaction effect. (1) Drug 1: C1=CC=C(C=C1)NC(=O)CCCCCCC(=O)NO. Drug 2: CN1C2=C(C=C(C=C2)N(CCCl)CCCl)N=C1CCCC(=O)O.Cl. Cell line: NCI/ADR-RES. Synergy scores: CSS=24.6, Synergy_ZIP=-0.00589, Synergy_Bliss=1.24, Synergy_Loewe=-32.4, Synergy_HSA=1.94. (2) Drug 1: CC1=C(C=C(C=C1)C(=O)NC2=CC(=CC(=C2)C(F)(F)F)N3C=C(N=C3)C)NC4=NC=CC(=N4)C5=CN=CC=C5. Drug 2: CC1=C(C(=CC=C1)Cl)NC(=O)C2=CN=C(S2)NC3=CC(=NC(=N3)C)N4CCN(CC4)CCO. Cell line: SF-539. Synergy scores: CSS=-0.546, Synergy_ZIP=2.45, Synergy_Bliss=3.06, Synergy_Loewe=0.144, Synergy_HSA=-2.09.